From a dataset of NCI-60 drug combinations with 297,098 pairs across 59 cell lines. Regression. Given two drug SMILES strings and cell line genomic features, predict the synergy score measuring deviation from expected non-interaction effect. (1) Drug 1: C1C(C(OC1N2C=NC3=C(N=C(N=C32)Cl)N)CO)O. Drug 2: C1CN1C2=NC(=NC(=N2)N3CC3)N4CC4. Cell line: NCI-H522. Synergy scores: CSS=29.5, Synergy_ZIP=-12.4, Synergy_Bliss=-6.87, Synergy_Loewe=-2.71, Synergy_HSA=-0.972. (2) Drug 1: CC=C1C(=O)NC(C(=O)OC2CC(=O)NC(C(=O)NC(CSSCCC=C2)C(=O)N1)C(C)C)C(C)C. Drug 2: CN(CCCl)CCCl.Cl. Cell line: NCI-H226. Synergy scores: CSS=59.8, Synergy_ZIP=0.467, Synergy_Bliss=1.33, Synergy_Loewe=-32.2, Synergy_HSA=2.38. (3) Drug 1: CC12CCC(CC1=CCC3C2CCC4(C3CC=C4C5=CN=CC=C5)C)O. Drug 2: COC1=NC(=NC2=C1N=CN2C3C(C(C(O3)CO)O)O)N. Cell line: KM12. Synergy scores: CSS=7.38, Synergy_ZIP=-4.41, Synergy_Bliss=-3.49, Synergy_Loewe=-16.2, Synergy_HSA=-4.77. (4) Drug 1: CC1OCC2C(O1)C(C(C(O2)OC3C4COC(=O)C4C(C5=CC6=C(C=C35)OCO6)C7=CC(=C(C(=C7)OC)O)OC)O)O. Drug 2: CC1=C(C(=CC=C1)Cl)NC(=O)C2=CN=C(S2)NC3=CC(=NC(=N3)C)N4CCN(CC4)CCO. Cell line: SK-OV-3. Synergy scores: CSS=57.5, Synergy_ZIP=-1.80, Synergy_Bliss=-4.07, Synergy_Loewe=-4.45, Synergy_HSA=0.611. (5) Drug 1: CC12CCC3C(C1CCC2O)C(CC4=C3C=CC(=C4)O)CCCCCCCCCS(=O)CCCC(C(F)(F)F)(F)F. Drug 2: C1=NC2=C(N=C(N=C2N1C3C(C(C(O3)CO)O)F)Cl)N. Cell line: EKVX. Synergy scores: CSS=-3.54, Synergy_ZIP=-1.87, Synergy_Bliss=-7.51, Synergy_Loewe=-7.37, Synergy_HSA=-8.02. (6) Drug 1: C1CN(P(=O)(OC1)NCCCl)CCCl. Drug 2: CC1C(C(CC(O1)OC2CC(CC3=C2C(=C4C(=C3O)C(=O)C5=C(C4=O)C(=CC=C5)OC)O)(C(=O)CO)O)N)O.Cl. Cell line: COLO 205. Synergy scores: CSS=52.6, Synergy_ZIP=2.42, Synergy_Bliss=0.763, Synergy_Loewe=-57.3, Synergy_HSA=0.624. (7) Drug 2: C1C(C(OC1N2C=NC3=C2NC=NCC3O)CO)O. Drug 1: CC(C)NC(=O)C1=CC=C(C=C1)CNNC.Cl. Synergy scores: CSS=-9.18, Synergy_ZIP=1.65, Synergy_Bliss=-2.23, Synergy_Loewe=-7.66, Synergy_HSA=-7.94. Cell line: TK-10. (8) Drug 1: C1=NC2=C(N1)C(=S)N=C(N2)N. Drug 2: C1CN(CCN1C(=O)CCBr)C(=O)CCBr. Cell line: NCI-H522. Synergy scores: CSS=33.3, Synergy_ZIP=-12.0, Synergy_Bliss=-6.41, Synergy_Loewe=-2.25, Synergy_HSA=-2.28. (9) Drug 1: CC1C(C(CC(O1)OC2CC(CC3=C2C(=C4C(=C3O)C(=O)C5=C(C4=O)C(=CC=C5)OC)O)(C(=O)C)O)N)O.Cl. Drug 2: C1CN(P(=O)(OC1)NCCCl)CCCl. Cell line: SW-620. Synergy scores: CSS=9.19, Synergy_ZIP=-4.47, Synergy_Bliss=-3.99, Synergy_Loewe=-39.7, Synergy_HSA=-4.95.